Dataset: Full USPTO retrosynthesis dataset with 1.9M reactions from patents (1976-2016). Task: Predict the reactants needed to synthesize the given product. (1) Given the product [N:1]([CH2:11][C:12]1([C:18]([O:20][CH2:21][CH3:22])=[O:19])[CH2:17][CH2:16][CH2:15][CH2:14][O:13]1)=[N+:2]=[N-:3], predict the reactants needed to synthesize it. The reactants are: [N-:1]=[N+:2]=[N-:3].[Na+].FC(F)(F)S(O[CH2:11][C:12]1([C:18]([O:20][CH2:21][CH3:22])=[O:19])[CH2:17][CH2:16][CH2:15][CH2:14][O:13]1)(=O)=O.CN(C=O)C. (2) Given the product [Cl:1][C:2]1[CH:7]=[CH:6][CH:5]=[CH:4][C:3]=1[C@H:8]([O:10][C:11]([NH:12][C:13]1[N:14]([C:19]2[CH:24]=[CH:23][C:22]([C:29]3[CH:34]=[CH:33][C:32]([C:35]4([C:38]([OH:40])=[O:39])[CH2:37][CH2:36]4)=[CH:31][C:30]=3[F:41])=[CH:21][CH:20]=2)[N:15]=[CH:16][C:17]=1[F:18])=[O:26])[CH3:9], predict the reactants needed to synthesize it. The reactants are: [Cl:1][C:2]1[CH:7]=[CH:6][CH:5]=[CH:4][C:3]=1[C@H:8]([O:10][C:11](=[O:26])[NH:12][C:13]1[N:14]([C:19]2[CH:24]=[CH:23][C:22](Br)=[CH:21][CH:20]=2)[N:15]=[CH:16][C:17]=1[F:18])[CH3:9].OB(O)[C:29]1[CH:34]=[CH:33][C:32]([C:35]2([C:38]([OH:40])=[O:39])[CH2:37][CH2:36]2)=[CH:31][C:30]=1[F:41]. (3) Given the product [CH2:8]([C:10]1[C:18]2[C:13](=[CH:14][CH:15]=[CH:16][CH:17]=2)[N:12]([C:19]2[N:23]=[C:22]([CH:24]3[CH2:29][CH2:28][N:27]([CH2:31][CH2:32][CH:33]4[CH2:34][CH2:35][N:36]([C:39]([O:41][C:42]([CH3:43])([CH3:45])[CH3:44])=[O:40])[CH2:37][CH2:38]4)[CH2:26][CH2:25]3)[O:21][N:20]=2)[N:11]=1)[CH3:9], predict the reactants needed to synthesize it. The reactants are: FC(F)(F)C(O)=O.[CH2:8]([C:10]1[C:18]2[C:13](=[CH:14][CH:15]=[CH:16][CH:17]=2)[N:12]([C:19]2[N:23]=[C:22]([CH:24]3[CH2:29][CH2:28][NH:27][CH2:26][CH2:25]3)[O:21][N:20]=2)[N:11]=1)[CH3:9].I[CH2:31][CH2:32][CH:33]1[CH2:38][CH2:37][N:36]([C:39]([O:41][C:42]([CH3:45])([CH3:44])[CH3:43])=[O:40])[CH2:35][CH2:34]1.C(=O)([O-])[O-].[K+].[K+].O. (4) Given the product [F:14][C:2]([F:1])([CH3:13])[CH2:3][CH2:4][CH2:5][CH2:6][N:7]1[CH:11]=[CH:10][C:9]([NH:12][C:21]([C:19]2[N:20]=[C:16]([CH3:15])[O:17][C:18]=2[C:24]2[CH:25]=[CH:26][CH:27]=[CH:28][CH:29]=2)=[O:22])=[N:8]1, predict the reactants needed to synthesize it. The reactants are: [F:1][C:2]([F:14])([CH3:13])[CH2:3][CH2:4][CH2:5][CH2:6][N:7]1[CH:11]=[CH:10][C:9]([NH2:12])=[N:8]1.[CH3:15][C:16]1[O:17][C:18]([C:24]2[CH:29]=[CH:28][CH:27]=[CH:26][CH:25]=2)=[C:19]([C:21](O)=[O:22])[N:20]=1. (5) Given the product [O:1]=[C:2]1[C:7]([C:14]2[CH:15]=[CH:16][CH:17]=[CH:18][CH:19]=2)([C:8]2[CH:9]=[CH:10][CH:11]=[CH:12][CH:13]=2)[CH2:6][CH2:5][CH2:4][N:3]1[CH2:20][C:21]([NH:24][CH:25]1[CH2:26][CH2:27][N:28]([C:31]([O:33][C:34]([CH3:37])([CH3:36])[CH3:35])=[O:32])[CH2:29][CH2:30]1)=[O:23], predict the reactants needed to synthesize it. The reactants are: [O:1]=[C:2]1[C:7]([C:14]2[CH:19]=[CH:18][CH:17]=[CH:16][CH:15]=2)([C:8]2[CH:13]=[CH:12][CH:11]=[CH:10][CH:9]=2)[CH2:6][CH2:5][CH2:4][N:3]1[CH2:20][C:21]([OH:23])=O.[NH2:24][CH:25]1[CH2:30][CH2:29][N:28]([C:31]([O:33][C:34]([CH3:37])([CH3:36])[CH3:35])=[O:32])[CH2:27][CH2:26]1.F[P-](F)(F)(F)(F)F.N1(OC(N(C)C)=[N+](C)C)C2N=CC=CC=2N=N1.C(N(C(C)C)CC)(C)C.